From a dataset of Full USPTO retrosynthesis dataset with 1.9M reactions from patents (1976-2016). Predict the reactants needed to synthesize the given product. Given the product [CH3:24][O:25][C:26]1[C:31]([O:32][CH3:33])=[CH:30][CH:29]=[CH:28][C:27]=1[C:2]1[C:10]2[O:9][CH:8]([CH2:11][O:12][S:13]([C:16]3[CH:21]=[CH:20][C:19]([CH3:22])=[CH:18][CH:17]=3)(=[O:15])=[O:14])[O:7][C:6]=2[CH:5]=[C:4]([Cl:23])[CH:3]=1, predict the reactants needed to synthesize it. The reactants are: Br[C:2]1[C:10]2[O:9][CH:8]([CH2:11][O:12][S:13]([C:16]3[CH:21]=[CH:20][C:19]([CH3:22])=[CH:18][CH:17]=3)(=[O:15])=[O:14])[O:7][C:6]=2[CH:5]=[C:4]([Cl:23])[CH:3]=1.[CH3:24][O:25][C:26]1[C:31]([O:32][CH3:33])=[CH:30][CH:29]=[CH:28][C:27]=1B(O)O.